Predict the product of the given reaction. From a dataset of Forward reaction prediction with 1.9M reactions from USPTO patents (1976-2016). (1) Given the reactants [CH3:1][C:2]1[C:3]([NH:8][C:9](=O)OC(C)(C)C)=[N:4][CH:5]=[CH:6][CH:7]=1.C([Li])[CH2:17][CH2:18][CH3:19].CN(OC)C(C1CC1)=O.Cl, predict the reaction product. The product is: [CH:17]1([C:9]2[NH:8][C:3]3=[N:4][CH:5]=[CH:6][CH:7]=[C:2]3[CH:1]=2)[CH2:18][CH2:19]1. (2) Given the reactants C(O)(=O)[C:2]1[CH:10]=[CH:9][CH:8]=[C:4]([C:5]([OH:7])=[O:6])[CH:3]=1.CCN=C=NCCCN(C)C.Cl.CNCCOCCOCCOCCC(OC(C)(C)C)=O, predict the reaction product. The product is: [C:5]([OH:7])(=[O:6])[C:4]1[CH:8]=[CH:9][CH:10]=[CH:2][CH:3]=1. (3) Given the reactants [Cl:1][C:2]1[N:10]=[C:9]2[C:5]([N:6]=[CH:7][N:8]2[C@@H:11]2[O:25][C@H:24]([CH2:26][O:27][C:28]([C:30]3[CH:35]=[CH:34][C:33]([CH3:36])=[CH:32][CH:31]=3)=[O:29])[C@@H:13]([O:14][C:15]([C:17]3[CH:22]=[CH:21][C:20]([CH3:23])=[CH:19][CH:18]=3)=[O:16])[CH2:12]2)=[C:4]([N:37]2[CH:41]=[CH:40][N:39]=[C:38]2[CH2:42][CH2:43][CH3:44])[N:3]=1.[CH2:45]([I:52])[C:46]1[CH:51]=[CH:50][CH:49]=[CH:48][CH:47]=1.CC#N, predict the reaction product. The product is: [I-:52].[CH2:45]([N:39]1[CH:40]=[CH:41][N+:37]([C:4]2[N:3]=[C:2]([Cl:1])[N:10]=[C:9]3[C:5]=2[N:6]=[CH:7][N:8]3[C@@H:11]2[O:25][C@H:24]([CH2:26][O:27][C:28]([C:30]3[CH:35]=[CH:34][C:33]([CH3:36])=[CH:32][CH:31]=3)=[O:29])[C@@H:13]([O:14][C:15]([C:17]3[CH:22]=[CH:21][C:20]([CH3:23])=[CH:19][CH:18]=3)=[O:16])[CH2:12]2)=[C:38]1[CH2:42][CH2:43][CH3:44])[C:46]1[CH:51]=[CH:50][CH:49]=[CH:48][CH:47]=1. (4) Given the reactants [C:1]([OH:25])(=[O:24])[CH2:2][CH2:3][CH2:4][CH2:5][CH2:6][CH2:7][CH2:8][CH2:9][C:10]#[C:11][C:12]#[C:13][CH2:14][CH2:15][CH2:16][CH2:17][CH2:18][CH2:19][CH2:20][CH2:21][CH2:22][CH3:23].[CH3:26]O.S(=O)(=O)(O)O, predict the reaction product. The product is: [C:1]([O:25][CH3:26])(=[O:24])[CH2:2][CH2:3][CH2:4][CH2:5][CH2:6][CH2:7][CH2:8][CH2:9][C:10]#[C:11][C:12]#[C:13][CH2:14][CH2:15][CH2:16][CH2:17][CH2:18][CH2:19][CH2:20][CH2:21][CH2:22][CH3:23]. (5) The product is: [N:21]1([C:12]([C:11]2[CH:10]=[C:9]([NH:8][C:6](=[O:7])[O:5][C:1]([CH3:2])([CH3:3])[CH3:4])[CH:17]=[CH:16][CH:15]=2)=[O:14])[CH2:22][CH2:26][CH2:25]1. Given the reactants [C:1]([O:5][C:6]([NH:8][C:9]1[CH:10]=[C:11]([CH:15]=[CH:16][CH:17]=1)[C:12]([OH:14])=O)=[O:7])([CH3:4])([CH3:3])[CH3:2].C([N:21]([CH2:25][CH3:26])[CH:22](C)C)(C)C.CN(C(ON1N=NC2C1=CC=CC=2)=[N+](C)C)C.F[P-](F)(F)(F)(F)F.Cl.N1CCC1, predict the reaction product.